Dataset: Full USPTO retrosynthesis dataset with 1.9M reactions from patents (1976-2016). Task: Predict the reactants needed to synthesize the given product. (1) Given the product [Cl:12][C:11]1[C:6]2[N:7]([C:13]([C:15]3[CH:16]=[CH:17][C:18]([O:19][C:20]4[CH:25]=[CH:24][CH:23]=[C:22]([S:26]([CH2:29][CH3:30])(=[O:28])=[O:27])[CH:21]=4)=[CH:31][CH:32]=3)=[C:4]([CH:1]([CH3:3])[CH3:2])[N:5]=2)[CH:8]=[CH:9][CH:10]=1, predict the reactants needed to synthesize it. The reactants are: [CH:1]([C:4]1[N:5]=[C:6]2[C:11]([Cl:12])=[CH:10][CH:9]=[CH:8][N:7]2[CH:13]=1)([CH3:3])[CH3:2].Br[C:15]1[CH:32]=[CH:31][C:18]([O:19][C:20]2[CH:25]=[CH:24][CH:23]=[C:22]([S:26]([CH2:29][CH3:30])(=[O:28])=[O:27])[CH:21]=2)=[CH:17][CH:16]=1. (2) Given the product [F:31][C:22]1[CH:21]=[C:20]([C@@H:12]([C:13]2[C:18]([F:19])=[CH:17][CH:16]=[CH:15][N:14]=2)[NH:11][C:9]([C:4]2[N:5]=[CH:6][C:7]3[O:8][C:33](=[O:35])[NH:1][C:2]=3[CH:3]=2)=[O:10])[CH:25]=[CH:24][C:23]=1[O:26][C:27]([F:28])([F:29])[F:30], predict the reactants needed to synthesize it. The reactants are: [NH2:1][C:2]1[C:7]([OH:8])=[CH:6][N:5]=[C:4]([C:9]([NH:11][C@@H:12]([C:20]2[CH:25]=[CH:24][C:23]([O:26][C:27]([F:30])([F:29])[F:28])=[C:22]([F:31])[CH:21]=2)[C:13]2[C:18]([F:19])=[CH:17][CH:16]=[CH:15][N:14]=2)=[O:10])[CH:3]=1.Cl[C:33](Cl)([O:35]C(=O)OC(Cl)(Cl)Cl)Cl.CCOC(C)=O.